This data is from KCNQ2 potassium channel screen with 302,405 compounds. The task is: Binary Classification. Given a drug SMILES string, predict its activity (active/inactive) in a high-throughput screening assay against a specified biological target. The molecule is O(c1cc(ccc1)C)CC(=O)NCC(=O)N\N=C\c1ccc(N(C)C)cc1. The result is 0 (inactive).